From a dataset of Full USPTO retrosynthesis dataset with 1.9M reactions from patents (1976-2016). Predict the reactants needed to synthesize the given product. (1) Given the product [F:1][C:2]1[C:3]([N:9]2[CH:13]=[CH:12][C:11]([NH:14][C:25](=[O:26])[C:24]3[C:23]([F:22])=[CH:31][CH:30]=[CH:29][C:28]=3[F:32])=[N:10]2)=[N:4][CH:5]=[C:6]([F:8])[CH:7]=1, predict the reactants needed to synthesize it. The reactants are: [F:1][C:2]1[C:3]([N:9]2[CH:13]=[CH:12][C:11]([NH2:14])=[N:10]2)=[N:4][CH:5]=[C:6]([F:8])[CH:7]=1.C(N(CC)CC)C.[F:22][C:23]1[CH:31]=[CH:30][CH:29]=[C:28]([F:32])[C:24]=1[C:25](Cl)=[O:26]. (2) The reactants are: [CH3:1][C@@:2]1([CH:8]=[CH:9][C:10]2[N:11]([CH2:15][CH3:16])[CH:12]=[CH:13][CH:14]=2)[CH2:6][O:5][C:4](=[O:7])[NH:3]1. Given the product [CH3:1][C@@:2]1([CH2:8][CH2:9][C:10]2[N:11]([CH2:15][CH3:16])[CH:12]=[CH:13][CH:14]=2)[CH2:6][O:5][C:4](=[O:7])[NH:3]1, predict the reactants needed to synthesize it. (3) Given the product [CH3:14][O:13][C:6]1[CH:7]=[CH:8][C:9]([N+:10]([O-:12])=[O:11])=[C:4]([NH:2][CH3:1])[CH:5]=1, predict the reactants needed to synthesize it. The reactants are: [CH3:1][NH2:2].F[C:4]1[CH:5]=[C:6]([O:13][CH3:14])[CH:7]=[CH:8][C:9]=1[N+:10]([O-:12])=[O:11].C(=O)([O-])[O-].[K+].[K+].O. (4) Given the product [CH3:15][C:16]([CH3:27])([CH2:25][CH3:26])[CH2:17][C:18]1[N:19]=[C:20]([CH3:24])[N:21]([O:23][S:10]([N:9]([CH3:14])[CH3:8])(=[O:12])=[O:11])[CH:22]=1, predict the reactants needed to synthesize it. The reactants are: C(N(CC)CC)C.[CH3:8][N:9]([CH3:14])[S:10](Cl)(=[O:12])=[O:11].[CH3:15][C:16]([CH3:27])([CH2:25][CH3:26])[CH2:17][C:18]1[N:19]=[C:20]([CH3:24])[N:21]([OH:23])[CH:22]=1.